Dataset: Full USPTO retrosynthesis dataset with 1.9M reactions from patents (1976-2016). Task: Predict the reactants needed to synthesize the given product. (1) Given the product [ClH:1].[NH2:2][C:3]1[C:12]2[C:7](=[CH:8][C:9]([CH2:13][CH:14]([NH:23][C:24](=[O:45])[C@@H:25]([NH:26][S:27]([C:30]3[C:41]([CH3:42])=[CH:34][C:33]([O:66][CH3:59])=[C:32]([CH3:43])[C:31]=3[CH3:44])(=[O:28])=[O:29])[CH2:82][C:81]([N:75]3[CH2:80][CH2:79][O:78][CH2:77][CH2:76]3)=[O:102])[C:15](=[O:22])[N:16]3[CH2:21][CH2:20][CH2:19][CH2:18][CH2:17]3)=[CH:10][CH:11]=2)[CH:6]=[CH:5][N:4]=1, predict the reactants needed to synthesize it. The reactants are: [ClH:1].[NH2:2][C:3]1[C:12]2[C:7](=[CH:8][C:9]([CH2:13][CH:14]([NH:23][C:24](=[O:45])[CH2:25][NH:26][S:27]([C:30]3[C:31]([CH3:44])=[C:32]([CH3:43])[C:33]4OC(C)(C)CC[C:34]=4[C:41]=3[CH3:42])(=[O:29])=[O:28])[C:15](=[O:22])[N:16]3[CH2:21][CH2:20][CH2:19][CH2:18][CH2:17]3)=[CH:10][CH:11]=2)[CH:6]=[CH:5][N:4]=1.NC1C2C(=CC(CC(NC(=O)OC(C)(C)C)[C:59](=[O:66])N3CCCCC3)=CC=2)C=CN=1.[N:75]1([C:81](=[O:102])[CH2:82][C@H](NS(C2C(C)=CC(OC)=C(C)C=2C)(=O)=O)C(O)=O)[CH2:80][CH2:79][O:78][CH2:77][CH2:76]1. (2) Given the product [S:19]1[CH:23]=[CH:22][CH:21]=[C:20]1[CH2:24][NH:25][C:11]([C:9]1[N:10]=[C:5]2[C:4]([C:15]([F:18])([F:17])[F:16])=[CH:3][C:2]([Br:1])=[CH:7][N:6]2[C:8]=1[Cl:14])=[O:13], predict the reactants needed to synthesize it. The reactants are: [Br:1][C:2]1[CH:3]=[C:4]([C:15]([F:18])([F:17])[F:16])[C:5]2[N:6]([C:8]([Cl:14])=[C:9]([C:11]([OH:13])=O)[N:10]=2)[CH:7]=1.[S:19]1[CH:23]=[CH:22][CH:21]=[C:20]1[CH2:24][NH2:25].C(N(CC)C(C)C)(C)C.C1CN([P+](Br)(N2CCCC2)N2CCCC2)CC1.F[P-](F)(F)(F)(F)F. (3) Given the product [CH2:12]([O:11][CH:10]([O:14][CH2:15][CH3:16])[CH2:9][CH2:8][NH:7][S:23]([C:17]1[CH:22]=[CH:21][CH:20]=[CH:19][CH:18]=1)(=[O:25])=[O:24])[CH3:13], predict the reactants needed to synthesize it. The reactants are: C(=O)([O-])[O-].[Na+].[Na+].[NH2:7][CH2:8][CH2:9][CH:10]([O:14][CH2:15][CH3:16])[O:11][CH2:12][CH3:13].[C:17]1([S:23](Cl)(=[O:25])=[O:24])[CH:22]=[CH:21][CH:20]=[CH:19][CH:18]=1.CC(OC)(C)C. (4) Given the product [Cl:15][C:6]1[C:5]2[C:10](=[CH:11][C:2]([I:1])=[CH:3][CH:4]=2)[N:9]=[CH:8][N:7]=1, predict the reactants needed to synthesize it. The reactants are: [I:1][C:2]1[CH:11]=[C:10]2[C:5]([C:6](=O)[NH:7][CH:8]=[N:9]2)=[CH:4][CH:3]=1.P(Cl)(Cl)([Cl:15])=O. (5) Given the product [F:1][C:2]1[CH:7]=[CH:6][C:5]([CH3:8])=[CH:4][C:3]=1[O:9][C:11]1[CH:12]=[CH:13][C:14]([N+:26]([O-:28])=[O:27])=[C:15]([CH2:17][NH:18][C:19](=[O:25])[O:20][C:21]([CH3:24])([CH3:22])[CH3:23])[CH:16]=1, predict the reactants needed to synthesize it. The reactants are: [F:1][C:2]1[CH:7]=[CH:6][C:5]([CH3:8])=[CH:4][C:3]=1[OH:9].Cl[C:11]1[CH:12]=[CH:13][C:14]([N+:26]([O-:28])=[O:27])=[C:15]([CH2:17][NH:18][C:19](=[O:25])[O:20][C:21]([CH3:24])([CH3:23])[CH3:22])[CH:16]=1.[H-].[Na+].